From a dataset of Reaction yield outcomes from USPTO patents with 853,638 reactions. Predict the reaction yield, written as a fraction of the theoretical maximum amount of product (1.0 means a 100% yield; for example, 0.34 means a 34% yield). The reactants are C[N:2]1[CH2:7][CH2:6][N:5]([C:8]2[CH:9]=[CH:10][CH:11]=[C:12]3[C:17]=2[N:16]=[CH:15][C:14]([S:18]([C:21]2[CH:26]=[CH:25][CH:24]=[CH:23][CH:22]=2)(=[O:20])=[O:19])=[CH:13]3)[CH2:4][CH2:3]1.[Cl:27]C(OC(Cl)C)=O.C(N(CC)C(C)C)(C)C. The yield is 0.510. The product is [ClH:27].[C:21]1([S:18]([C:14]2[CH:15]=[N:16][C:17]3[C:12]([CH:13]=2)=[CH:11][CH:10]=[CH:9][C:8]=3[N:5]2[CH2:6][CH2:7][NH:2][CH2:3][CH2:4]2)(=[O:20])=[O:19])[CH:22]=[CH:23][CH:24]=[CH:25][CH:26]=1. The catalyst is ClCCCl.